Dataset: Full USPTO retrosynthesis dataset with 1.9M reactions from patents (1976-2016). Task: Predict the reactants needed to synthesize the given product. Given the product [OH:1][C:2]1[C:7]([C:18]2[NH:17][C:21]3[C:20]([CH:19]=2)=[CH:4][C:5]([C:8]([NH2:12])=[NH:9])=[CH:6][CH:7]=3)=[CH:6][C:5]([C:8]2[NH:12][N:11]=[N:10][N:9]=2)=[CH:4][C:3]=1[C:13]1[CH:14]=[CH:14][CH:13]=[CH:3][CH:2]=1.[Br:16][C:7]1[C:2]([OH:1])=[C:3]([C:13](=[O:15])[CH3:14])[CH:4]=[C:5]([C:8]2[NH:12][N:11]=[N:10][N:9]=2)[CH:6]=1, predict the reactants needed to synthesize it. The reactants are: [OH:1][C:2]1[CH:7]=[CH:6][C:5]([C:8]2[NH:12][N:11]=[N:10][N:9]=2)=[CH:4][C:3]=1[C:13](=[O:15])[CH3:14].[Br:16][N:17]1[C:21](=O)[CH2:20][CH2:19][C:18]1=O.